This data is from Catalyst prediction with 721,799 reactions and 888 catalyst types from USPTO. The task is: Predict which catalyst facilitates the given reaction. (1) Reactant: [Br:1][C:2]1[CH:3]=[C:4]2[C:9](=[CH:10][CH:11]=1)[N:8]=[CH:7][C:6]([CH:12]=O)=[CH:5]2.[CH3:14][O:15][C:16]([CH:18]=P(C1C=CC=CC=1)(C1C=CC=CC=1)C1C=CC=CC=1)=[O:17]. Product: [Br:1][C:2]1[CH:3]=[C:4]2[C:9](=[CH:10][CH:11]=1)[N:8]=[CH:7][C:6]([CH:12]=[CH:18][C:16]([O:15][CH3:14])=[O:17])=[CH:5]2. The catalyst class is: 1. (2) Reactant: [CH3:1][O:2][C:3]1[CH:4]=[C:5]2[C:10](=[C:11]([N+:13]([O-])=O)[CH:12]=1)[N:9]=[CH:8][CH:7]=[CH:6]2. Product: [CH3:1][O:2][C:3]1[CH:4]=[C:5]2[C:10](=[C:11]([NH2:13])[CH:12]=1)[N:9]=[CH:8][CH:7]=[CH:6]2. The catalyst class is: 354. (3) Reactant: [F:1][C:2]1[CH:3]=[C:4]([Cl:9])[CH:5]=[C:6]([F:8])[CH:7]=1.C([Li])CCC.CCCCCC.CN(C)[CH:23]=[O:24].Cl. Product: [Cl:9][C:4]1[CH:3]=[C:2]([F:1])[C:7]([CH:23]=[O:24])=[C:6]([F:8])[CH:5]=1. The catalyst class is: 365. (4) Reactant: C([O:8][C:9](=[O:36])[C@H:10]([CH2:33][CH2:34][CH3:35])[NH:11][C:12](=[O:32])[C@@H:13]1[CH2:17][CH2:16][CH2:15][N:14]1[C:18](=[O:31])[CH2:19][NH:20]C(OCC1C=CC=CC=1)=O)C1C=CC=CC=1.NCC(O)=O. Product: [NH2:20][CH2:19][C:18]([N:14]1[CH2:15][CH2:16][CH2:17][C@H:13]1[C:12]([NH:11][C@H:10]([C:9]([OH:36])=[O:8])[CH2:33][CH2:34][CH3:35])=[O:32])=[O:31]. The catalyst class is: 4. (5) Reactant: CC[C@@H]1[C@@H]2C[C@H:37]([C@@H:36]([O:35]C3C4C(=CC=CC=4)C([O:35][C@@H:36]([C:47]4[CH:56]=[CH:55][N:54]=[C:53]5[C:48]=4[CH:49]=[C:50](OC)[CH:51]=[CH:52]5)[C@@H:37]4N5C[C@H](CC)[C@@H](CC5)C4)=NN=3)[C:47]3[CH:56]=[CH:55][N:54]=[C:53]4[C:48]=3[CH:49]=[C:50](OC)[CH:51]=[CH:52]4)N(CC2)C1.[OH2:59].[CH3:60][CH2:61][O:62][C:63]([CH3:65])=O. Product: [OH:35][C@@H:36]([CH2:37][OH:59])[CH2:47][C:56]1[C:52]2[C:53](=[CH:48][CH:49]=[CH:50][CH:51]=2)[N:54]([C:36]2[CH:47]=[CH:48][C:61]([O:62][C:63]3[CH:65]=[CH:49][C:48]([C:53]#[N:54])=[CH:47][CH:36]=3)=[CH:60][CH:37]=2)[CH:55]=1. The catalyst class is: 301. (6) Reactant: FC(F)(F)C([NH:5][CH2:6][CH2:7][CH2:8][C:9]1[CH:14]=[CH:13][CH:12]=[C:11]([C:15]#[C:16][CH:17]2[CH2:22][CH2:21][CH2:20][CH2:19][CH:18]2[OH:23])[CH:10]=1)=O.N.CO. Product: [NH2:5][CH2:6][CH2:7][CH2:8][C:9]1[CH:10]=[C:11]([C:15]#[C:16][CH:17]2[CH2:22][CH2:21][CH2:20][CH2:19][CH:18]2[OH:23])[CH:12]=[CH:13][CH:14]=1. The catalyst class is: 4. (7) Reactant: P(Br)(Br)[Br:2].CN(C=O)C.[CH2:10]([O:12][C:13]([C:15]1[CH:20]=[C:19]([C:21]2[O:22][CH:23]=[CH:24][CH:25]=2)[CH:18]=[C:17]([CH2:26]O)[N:16]=1)=[O:14])[CH3:11].C([O-])(O)=O.[Na+]. The catalyst class is: 6. Product: [CH2:10]([O:12][C:13]([C:15]1[CH:20]=[C:19]([C:21]2[O:22][CH:23]=[CH:24][CH:25]=2)[CH:18]=[C:17]([CH2:26][Br:2])[N:16]=1)=[O:14])[CH3:11]. (8) Reactant: [F:1][C:2]1[CH:3]=[C:4]2[NH:14][C:13](=[O:15])[CH:6]3[CH2:7][C:8](=[O:12])[NH:9][C:10]([CH:11]=1)=[C:5]23.[H-].[Na+].I[CH3:19]. Product: [F:1][C:2]1[CH:3]=[C:4]2[NH:14][C:13](=[O:15])[C:6]3([CH3:19])[CH2:7][C:8](=[O:12])[NH:9][C:10]([CH:11]=1)=[C:5]23. The catalyst class is: 3. (9) Reactant: Cl[C:2]1[N:7]=[CH:6][N:5]=[C:4]([O:8][C:9]2[CH:10]=[C:11]3[C:16](=[CH:17][CH:18]=2)[C:15]([C:19]([NH:21][CH2:22][CH2:23][N:24]2[CH2:29][CH2:28][O:27][CH2:26][CH2:25]2)=[O:20])=[CH:14][CH:13]=[CH:12]3)[CH:3]=1.[CH3:30][NH2:31]. Product: [CH3:30][NH:31][C:2]1[N:7]=[CH:6][N:5]=[C:4]([O:8][C:9]2[CH:10]=[C:11]3[C:16](=[CH:17][CH:18]=2)[C:15]([C:19]([NH:21][CH2:22][CH2:23][N:24]2[CH2:29][CH2:28][O:27][CH2:26][CH2:25]2)=[O:20])=[CH:14][CH:13]=[CH:12]3)[CH:3]=1. The catalyst class is: 37. (10) Reactant: N1(C2CCCCCCCCCC2)CCCCCCCCCN1.[C:23]1([CH2:33][NH:34][C:35]2[N:43]=[C:42]([C:44]#[N:45])[N:41]=[C:40]3[C:36]=2[N:37]=[CH:38][NH:39]3)[C:32]2[C:27](=[CH:28][CH:29]=[CH:30][CH:31]=2)[CH:26]=[CH:25][CH:24]=1.C([O-])(=O)C1C=CC=CC=1.[C:55]([O:63][C@H:64]1[C@@H:68]([O:69][C:70](=[O:77])[C:71]2[CH:76]=[CH:75][CH:74]=[CH:73][CH:72]=2)[C@H:67](OC(=O)C)[O:66][C@@H:65]1[C:82]([NH:84][CH2:85][CH3:86])=[O:83])(=[O:62])[C:56]1[CH:61]=[CH:60][CH:59]=[CH:58][CH:57]=1.FC(F)(F)S(O[Si](C)(C)C)(=O)=O. Product: [C:70]([O:69][C@@H:68]1[C@H:64]([O:63][C:55](=[O:62])[C:56]2[CH:61]=[CH:60][CH:59]=[CH:58][CH:57]=2)[C@@H:65]([C:82]([NH:84][CH2:85][CH3:86])=[O:83])[O:66][C@H:67]1[N:39]1[CH:38]=[N:37][C:36]2[C:40]1=[N:41][C:42]([C:44]#[N:45])=[N:43][C:35]=2[NH:34][CH2:33][C:23]1[C:32]2[C:27](=[CH:28][CH:29]=[CH:30][CH:31]=2)[CH:26]=[CH:25][CH:24]=1)(=[O:77])[C:71]1[CH:76]=[CH:75][CH:74]=[CH:73][CH:72]=1. The catalyst class is: 115.